This data is from Reaction yield outcomes from USPTO patents with 853,638 reactions. The task is: Predict the reaction yield, written as a fraction of the theoretical maximum amount of product (1.0 means a 100% yield; for example, 0.34 means a 34% yield). The reactants are [H-].[Na+].[NH2:3][C@@H:4]1[C:13]2[C:8](=[CH:9][CH:10]=[CH:11][CH:12]=2)[C@H:7]([OH:14])[CH2:6][CH2:5]1.F[C:16]1[CH:17]=[CH:18][C:19]2[N:20]([C:22]([N:25]3[CH2:30][CH2:29][O:28][CH2:27][C@@H:26]3[CH3:31])=[N:23][N:24]=2)[CH:21]=1. The catalyst is CN(C=O)C. The product is [CH3:31][C@H:26]1[CH2:27][O:28][CH2:29][CH2:30][N:25]1[C:22]1[N:20]2[CH:21]=[C:16]([O:14][C@H:7]3[C:8]4[C:13](=[CH:12][CH:11]=[CH:10][CH:9]=4)[C@@H:4]([NH2:3])[CH2:5][CH2:6]3)[CH:17]=[CH:18][C:19]2=[N:24][N:23]=1. The yield is 0.560.